From a dataset of Forward reaction prediction with 1.9M reactions from USPTO patents (1976-2016). Predict the product of the given reaction. (1) Given the reactants C(OC(=O)[NH:7][C@@H:8]([CH2:31][CH2:32][CH3:33])[C:9](=[O:30])[NH:10][C@@H:11]1[C@@H:18]2[C@@H:14]([CH2:15][N:16]([CH2:19][C:20]3[CH:25]=[CH:24][C:23]([C:26]([F:29])([F:28])[F:27])=[CH:22][CH:21]=3)[CH2:17]2)[CH2:13][CH2:12]1)(C)(C)C.C(N1C[C@@H]2[C@@H](NC(=O)[C@@H](N(C)C(=O)OC(C)(C)C)CC(C)C)CC[C@@H]2C1)C1C=CC=CC=1, predict the reaction product. The product is: [F:28][C:26]([F:27])([F:29])[C:23]1[CH:24]=[CH:25][C:20]([CH2:19][N:16]2[CH2:17][C@@H:18]3[C@@H:11]([NH:10][C:9](=[O:30])[C@H:8]([CH2:31][CH2:32][CH3:33])[NH2:7])[CH2:12][CH2:13][C@@H:14]3[CH2:15]2)=[CH:21][CH:22]=1. (2) Given the reactants [NH:1]1[CH2:7][CH2:6][CH2:5][CH2:4][CH2:3][CH2:2]1.Br[CH2:9][CH2:10][O:11][CH2:12][CH2:13][O:14][CH3:15].C(=O)([O-])[O-].[K+].[K+], predict the reaction product. The product is: [CH3:15][O:14][CH2:13][CH2:12][O:11][CH2:10][CH2:9][N:1]1[CH2:7][CH2:6][CH2:5][CH2:4][CH2:3][CH2:2]1. (3) Given the reactants [C:1]([C:5]1[N:10]=[CH:9][C:8]([CH:11]([NH2:13])[CH3:12])=[CH:7][CH:6]=1)([CH3:4])([CH3:3])[CH3:2].C(C1C=CC(C#N)=C([Cl:26])N=1)(C)(C)C.C[Mg+].[Br-].[BH4-].[Na+], predict the reaction product. The product is: [C:1]([C:5]1[N:10]=[C:9]([Cl:26])[C:8]([CH:11]([NH2:13])[CH3:12])=[CH:7][CH:6]=1)([CH3:4])([CH3:2])[CH3:3]. (4) Given the reactants [C:1]([O:5][C:6](=[O:36])[NH:7][C:8]1([C:12]2[CH:17]=[CH:16][C:15]([C:18]3[C:19](=[O:35])[C:20]4[C:21]([O:27][C:28]=3[C:29]3[CH:34]=[CH:33][CH:32]=[CH:31][CH:30]=3)=[C:22](Cl)[N:23]=[CH:24][CH:25]=4)=[CH:14][CH:13]=2)[CH2:11][CH2:10][CH2:9]1)([CH3:4])([CH3:3])[CH3:2].[OH:37][C:38]1[CH:43]=[CH:42][CH:41]=[CH:40][N:39]=1.C(=O)([O-])[O-].[Cs+].[Cs+], predict the reaction product. The product is: [C:1]([O:5][C:6](=[O:36])[NH:7][C:8]1([C:12]2[CH:17]=[CH:16][C:15]([C:18]3[C:19](=[O:35])[C:20]4[C:21]([O:27][C:28]=3[C:29]3[CH:34]=[CH:33][CH:32]=[CH:31][CH:30]=3)=[C:22]([O:37][C:38]3[CH:43]=[CH:42][CH:41]=[CH:40][N:39]=3)[N:23]=[CH:24][CH:25]=4)=[CH:14][CH:13]=2)[CH2:11][CH2:10][CH2:9]1)([CH3:4])([CH3:3])[CH3:2]. (5) Given the reactants [NH:1]1[CH2:6][CH2:5][CH2:4][CH:3]([C:7]([O:9][CH2:10][CH3:11])=[O:8])[CH2:2]1.Br[CH2:13][CH2:14][CH3:15].C(=O)([O-])[O-].[Na+].[Na+], predict the reaction product. The product is: [CH2:13]([N:1]1[CH2:6][CH2:5][CH2:4][CH:3]([C:7]([O:9][CH2:10][CH3:11])=[O:8])[CH2:2]1)[CH2:14][CH3:15]. (6) Given the reactants [Cl:1][C:2]1[C:7]([C:8]([NH:12][CH:13]2[CH2:15][CH:14]2[CH2:16][CH3:17])=[CH:9][C:10]#[N:11])=[CH:6][CH:5]=[CH:4][N:3]=1.[H-].[Na+].[CH2:20]([N:22]=[C:23]=[S:24])[CH3:21], predict the reaction product. The product is: [Cl:1][C:2]1[C:7](/[C:8](/[NH:12][CH:13]2[CH2:15][CH:14]2[CH2:16][CH3:17])=[C:9](\[C:10]#[N:11])/[C:23](=[S:24])[NH:22][CH2:20][CH3:21])=[CH:6][CH:5]=[CH:4][N:3]=1.